Dataset: Retrosynthesis with 50K atom-mapped reactions and 10 reaction types from USPTO. Task: Predict the reactants needed to synthesize the given product. (1) Given the product COc1cc(C=CC2OCCO2)ccc1OCc1nc(-c2ccccc2)oc1C, predict the reactants needed to synthesize it. The reactants are: COc1cc(C=O)ccc1OCc1nc(-c2ccccc2)oc1C.c1ccc([P+](CC2OCCO2)(c2ccccc2)c2ccccc2)cc1. (2) The reactants are: C#CCCN.O=C(Cl)CCl. Given the product C#CCCNC(=O)CCl, predict the reactants needed to synthesize it. (3) Given the product CCOC(=O)N=S(C)(=O)c1cccc(Nc2ncc(Br)c(OC)n2)c1, predict the reactants needed to synthesize it. The reactants are: CCOC(=O)N=S(C)(=O)c1cccc(N)c1.COc1nc(Cl)ncc1Br. (4) Given the product CCCCCCCCCCCCCCCCCCN(C(=O)CCCCCCCCCCCCCCCCC)C1O[C@H](CO)[C@@H](O)[C@H](O)[C@H]1O, predict the reactants needed to synthesize it. The reactants are: CCCCCCCCCCCCCCCCCC(=O)Cl.CCCCCCCCCCCCCCCCCCNC1O[C@H](CO)[C@@H](O)[C@H](O)[C@H]1O. (5) The reactants are: CC(=O)Cl.COc1ncc(N2CCOc3ccc(O[C@H]4CCN(C(=O)[C@H]5CCNC5)C4)cc32)cc1C#N. Given the product COc1ncc(N2CCOc3ccc(O[C@H]4CCN(C(=O)[C@H]5CCN(C(C)=O)C5)C4)cc32)cc1C#N, predict the reactants needed to synthesize it.